This data is from Catalyst prediction with 721,799 reactions and 888 catalyst types from USPTO. The task is: Predict which catalyst facilitates the given reaction. (1) Reactant: [CH:1]1[C:13]2[CH:12]([CH2:14][O:15][C:16]([N:18]3[CH2:23][C@H:22]([NH:24][C:25]([O:27][C:28]([CH3:31])([CH3:30])[CH3:29])=[O:26])[CH2:21][C@H:20]([C:32](O)=[O:33])[CH2:19]3)=[O:17])[C:11]3[C:6](=[CH:7][CH:8]=[CH:9][CH:10]=3)[C:5]=2[CH:4]=[CH:3][CH:2]=1.[Cl:35][C:36]1[CH:46]=[CH:45][CH:44]=[CH:43][C:37]=1[CH2:38][NH:39][CH:40]1[CH2:42][CH2:41]1.C(N(C(C)C)C(C)C)C.CCCP(=O)=O. Product: [CH:10]1[C:11]2[CH:12]([CH2:14][O:15][C:16]([N:18]3[CH2:19][C@@H:20]([C:32](=[O:33])[N:39]([CH2:38][C:37]4[CH:43]=[CH:44][CH:45]=[CH:46][C:36]=4[Cl:35])[CH:40]4[CH2:42][CH2:41]4)[CH2:21][C@@H:22]([NH:24][C:25]([O:27][C:28]([CH3:30])([CH3:31])[CH3:29])=[O:26])[CH2:23]3)=[O:17])[C:13]3[C:5](=[CH:4][CH:3]=[CH:2][CH:1]=3)[C:6]=2[CH:7]=[CH:8][CH:9]=1. The catalyst class is: 566. (2) Reactant: [F:1][C:2]1[CH:25]=[CH:24][C:5]([O:6][C:7]2[CH:12]=[CH:11][C:10]([C:13]3[N:18]=[C:17]([C:19]([OH:21])=[O:20])[CH:16]=[C:15]([CH:22]=[CH2:23])[N:14]=3)=[CH:9][CH:8]=2)=[CH:4][CH:3]=1.[CH:26]1C=CC2N(O)N=NC=2C=1.C(Cl)CCl.CO. Product: [F:1][C:2]1[CH:25]=[CH:24][C:5]([O:6][C:7]2[CH:8]=[CH:9][C:10]([C:13]3[N:18]=[C:17]([C:19]([O:21][CH3:26])=[O:20])[CH:16]=[C:15]([CH:22]=[CH2:23])[N:14]=3)=[CH:11][CH:12]=2)=[CH:4][CH:3]=1. The catalyst class is: 4. (3) Reactant: Cl[C:2]1[N:7]=[CH:6][C:5]([CH2:8][N:9]2[CH2:13][CH:12]([CH2:14][CH2:15][CH3:16])[CH2:11][C:10]2=[O:17])=[CH:4][CH:3]=1.[CH2:18]([NH2:25])[C:19]1[CH:24]=[CH:23][CH:22]=[CH:21][CH:20]=1.C(=O)([O-])[O-].[K+].[K+].C1C=CC(P(C2C(C3C(P(C4C=CC=CC=4)C4C=CC=CC=4)=CC=C4C=3C=CC=C4)=C3C(C=CC=C3)=CC=2)C2C=CC=CC=2)=CC=1. Product: [CH2:18]([NH:25][C:2]1[N:7]=[CH:6][C:5]([CH2:8][N:9]2[CH2:13][CH:12]([CH2:14][CH2:15][CH3:16])[CH2:11][C:10]2=[O:17])=[CH:4][CH:3]=1)[C:19]1[CH:24]=[CH:23][CH:22]=[CH:21][CH:20]=1. The catalyst class is: 62. (4) Reactant: [H-].[Na+].[CH3:3][O:4][C:5](=[O:11])[CH2:6][C:7]([O:9][CH3:10])=[O:8].Cl[C:13]1[C:18]([Cl:19])=[CH:17][N:16]=[CH:15][N:14]=1.Cl. Product: [CH3:3][O:4][C:5](=[O:11])[CH:6]([C:13]1[C:18]([Cl:19])=[CH:17][N:16]=[CH:15][N:14]=1)[C:7]([O:9][CH3:10])=[O:8]. The catalyst class is: 7. (5) Reactant: [CH2:1]([O:8][C:9]([N:11]1[CH2:16][CH2:15][C:14](=[O:17])[CH2:13][CH2:12]1)=[O:10])[C:2]1[CH:7]=[CH:6][CH:5]=[CH:4][CH:3]=1.C(N(CC)CC)C.C[Si](Cl)(C)C.[B-](F)(F)(F)[F:31].[B-](F)(F)(F)F.C1[N+]2(CCl)CC[N+](F)(CC2)C1. Product: [F:31][CH:13]1[C:14](=[O:17])[CH2:15][CH2:16][N:11]([C:9]([O:8][CH2:1][C:2]2[CH:7]=[CH:6][CH:5]=[CH:4][CH:3]=2)=[O:10])[CH2:12]1. The catalyst class is: 3. (6) Reactant: [F:1][C:2]1[CH:3]=[CH:4][C:5]([N+:9]([O-:11])=[O:10])=[C:6]([OH:8])[CH:7]=1.[H-].[Na+].CI.[C:16](=O)([O-])[O-].[Cs+].[Cs+]. Product: [F:1][C:2]1[CH:3]=[CH:4][C:5]([N+:9]([O-:11])=[O:10])=[C:6]([O:8][CH3:16])[CH:7]=1. The catalyst class is: 56. (7) Reactant: [C:1]([O:5][C:6]([NH:8][C@@H:9]1[CH2:13][CH2:12][N:11]([C:14]2[N:25]=[CH:24][CH:23]=[CH:22][C:15]=2[C:16]([O:18][CH:19]([CH3:21])[CH3:20])=[O:17])[CH2:10]1)=[O:7])([CH3:4])([CH3:3])[CH3:2].[H-].[Na+].Br[CH2:29][CH3:30].O. Product: [C:1]([O:5][C:6]([N:8]([CH2:29][CH3:30])[C@@H:9]1[CH2:13][CH2:12][N:11]([C:14]2[N:25]=[CH:24][CH:23]=[CH:22][C:15]=2[C:16]([O:18][CH:19]([CH3:20])[CH3:21])=[O:17])[CH2:10]1)=[O:7])([CH3:3])([CH3:4])[CH3:2]. The catalyst class is: 3. (8) Reactant: [F:1][C:2]([F:15])([F:14])[C:3]1[C:8]2[C:9]([CH:12]=O)=[CH:10][S:11][C:7]=2[CH:6]=[CH:5][CH:4]=1.[S:16]([NH2:20])([NH2:19])(=[O:18])=[O:17].[BH4-].[Na+].O. Product: [F:1][C:2]([F:15])([F:14])[C:3]1[C:8]2[C:9]([CH2:12][NH:19][S:16]([NH2:20])(=[O:18])=[O:17])=[CH:10][S:11][C:7]=2[CH:6]=[CH:5][CH:4]=1. The catalyst class is: 8.